Task: Predict the reaction yield, written as a fraction of the theoretical maximum amount of product (1.0 means a 100% yield; for example, 0.34 means a 34% yield).. Dataset: Reaction yield outcomes from USPTO patents with 853,638 reactions (1) The reactants are [C:1]1([C:7]2[CH:12]=[CH:11][C:10]([C:13]3(O)[CH2:17][CH2:16][CH2:15][CH2:14]3)=[CH:9][CH:8]=2)[CH:6]=[CH:5][CH:4]=[CH:3][CH:2]=1.C1(C)C=CC(S(O)(=O)=O)=CC=1. The catalyst is C1(C)C=CC=CC=1. The product is [C:13]1([C:10]2[CH:11]=[CH:12][C:7]([C:1]3[CH:2]=[CH:3][CH:4]=[CH:5][CH:6]=3)=[CH:8][CH:9]=2)[CH2:17][CH2:16][CH2:15][CH:14]=1. The yield is 0.680. (2) The reactants are [CH2:1]([O:8][CH2:9][CH2:10][C@@H:11]1[C:15]2[N:16](S(C3C=CC(C)=CC=3)(=O)=O)[CH:17]=[CH:18][C:14]=2[C:13](=[O:29])[NH:12]1)[C:2]1[CH:7]=[CH:6][CH:5]=[CH:4][CH:3]=1.C([O-])([O-])=O.[K+].[K+]. The catalyst is CO. The product is [CH2:1]([O:8][CH2:9][CH2:10][C@@H:11]1[C:15]2[NH:16][CH:17]=[CH:18][C:14]=2[C:13](=[O:29])[NH:12]1)[C:2]1[CH:3]=[CH:4][CH:5]=[CH:6][CH:7]=1. The yield is 0.840. (3) The reactants are [NH:1]1[C:5]2[CH:6]=[CH:7][CH:8]=[CH:9][C:4]=2[N:3]=[C:2]1[CH2:10][N:11]1[C@@H:23]2[C@H:14]([CH2:15][CH2:16][C:17]3[CH:18]=[CH:19][CH:20]=[N:21][C:22]=32)[CH2:13][CH2:12]1.C(=O)([O-])[O-].[K+].[K+].Cl[CH2:31][CH2:32][CH2:33][N:34]([CH3:36])[CH3:35].[I-].[K+]. The catalyst is CN(C)C=O. The product is [N:11]1([CH2:10][C:2]2[N:3]([CH2:31][CH2:32][CH2:33][N:34]([CH3:36])[CH3:35])[C:4]3[CH:9]=[CH:8][CH:7]=[CH:6][C:5]=3[N:1]=2)[C@@H:23]2[C@H:14]([CH2:15][CH2:16][C:17]3[CH:18]=[CH:19][CH:20]=[N:21][C:22]=32)[CH2:13][CH2:12]1. The yield is 0.700. (4) The reactants are [CH3:1][O:2][C:3]([NH:5][C@H:6]([C:10]([N:12]1[CH2:16][C@@H:15]([CH3:17])[CH2:14][C@H:13]1[C:18]1[NH:22][C:21]2[C:23]3[C:28]([CH:29]=[CH:30][C:20]=2[N:19]=1)=[CH:27][C:26]1[C:31]2[C:36]([CH2:37][O:38][C:25]=1[CH:24]=3)=[CH:35][C:34]([C:39]1[NH:43][C:42]([C@@H:44]3[CH2:48][C@H:47]([CH2:49][O:50][CH3:51])[CH2:46][N:45]3C(OC(C)(C)C)=O)=[N:41][CH:40]=1)=[CH:33][CH:32]=2)=[O:11])[CH:7]([CH3:9])[CH3:8])=[O:4].Cl.[CH3:60][O:61][C:62]([NH:64][C@H:65]([C:69]1[CH:74]=[CH:73][CH:72]=[CH:71][CH:70]=1)[C:66]([OH:68])=O)=[O:63].CCOC(C(C#N)=NOC(N1CCOCC1)=[N+](C)C)=O.F[P-](F)(F)(F)(F)F.CCN(C(C)C)C(C)C. The catalyst is C(Cl)Cl.CO.CCOC(C)=O.CN(C=O)C.CO. The product is [CH3:1][O:2][C:3]([NH:5][C@@H:6]([CH:7]([CH3:9])[CH3:8])[C:10]([N:12]1[CH2:16][C@@H:15]([CH3:17])[CH2:14][C@H:13]1[C:18]1[NH:22][C:21]2[C:23]3[C:28]([CH:29]=[CH:30][C:20]=2[N:19]=1)=[CH:27][C:26]1[C:31]2[C:36]([CH2:37][O:38][C:25]=1[CH:24]=3)=[CH:35][C:34]([C:39]1[NH:43][C:42]([C@@H:44]3[CH2:48][C@H:47]([CH2:49][O:50][CH3:51])[CH2:46][N:45]3[C:66](=[O:68])[C@H:65]([NH:64][C:62](=[O:63])[O:61][CH3:60])[C:69]3[CH:74]=[CH:73][CH:72]=[CH:71][CH:70]=3)=[N:41][CH:40]=1)=[CH:33][CH:32]=2)=[O:11])=[O:4]. The yield is 0.380. (5) The reactants are [Cl:1][C:2]1[C:10]2[NH:9][N:8]=[CH:7][C:6]=2[C:5]2[CH2:11][N:12]([CH2:22][C:23]3[CH:28]=[CH:27][N:26]=[CH:25][CH:24]=3)[C:13](=[O:21])[C@H:14]([CH2:16][C:17]([O:19]C)=[O:18])[CH2:15][C:4]=2[CH:3]=1. The catalyst is Cl. The product is [ClH:1].[ClH:1].[Cl:1][C:2]1[C:10]2[NH:9][N:8]=[CH:7][C:6]=2[C:5]2[CH2:11][N:12]([CH2:22][C:23]3[CH:24]=[CH:25][N:26]=[CH:27][CH:28]=3)[C:13](=[O:21])[C@H:14]([CH2:16][C:17]([OH:19])=[O:18])[CH2:15][C:4]=2[CH:3]=1. The yield is 0.830. (6) The reactants are O=C1C2C(=CC=CC=2)C(=O)[N:3]1[CH2:12][CH2:13][S:14][C:15]1[S:19][C:18]([NH:20][S:21]([C:24]2[CH:29]=[CH:28][C:27]([C:30]3[CH:35]=[CH:34][CH:33]=[CH:32][CH:31]=3)=[CH:26][CH:25]=2)(=[O:23])=[O:22])=[N:17][N:16]=1.O.NN. The catalyst is CO. The product is [NH2:3][CH2:12][CH2:13][S:14][C:15]1[S:19][C:18]([NH:20][S:21]([C:24]2[CH:29]=[CH:28][C:27]([C:30]3[CH:35]=[CH:34][CH:33]=[CH:32][CH:31]=3)=[CH:26][CH:25]=2)(=[O:23])=[O:22])=[N:17][N:16]=1. The yield is 0.990. (7) The reactants are [O:1]1[C:5]2[CH:6]=[CH:7][C:8]([C:10]3[N:15]4[N:16]=[C:17]([C:19]([CH3:22])([CH3:21])[CH3:20])[CH:18]=[C:14]4[N:13]=[C:12]([CH3:23])[C:11]=3[CH:24]([CH2:29][CH2:30][CH3:31])[C:25]([O:27]C)=[O:26])=[CH:9][C:4]=2[CH:3]=[CH:2]1.[OH-].[Na+]. The catalyst is CO.O. The product is [O:1]1[C:5]2[CH:6]=[CH:7][C:8]([C:10]3[N:15]4[N:16]=[C:17]([C:19]([CH3:20])([CH3:21])[CH3:22])[CH:18]=[C:14]4[N:13]=[C:12]([CH3:23])[C:11]=3[CH:24]([CH2:29][CH2:30][CH3:31])[C:25]([OH:27])=[O:26])=[CH:9][C:4]=2[CH:3]=[CH:2]1. The yield is 0.760. (8) The reactants are [S:1]1[CH:5]=[CH:4][C:3]2[CH:6]=[C:7]([N:10]3[CH2:18][C:17]4[C:12](=[CH:13][C:14]([OH:19])=[CH:15][CH:16]=4)[C:11]3=[O:20])[CH:8]=[CH:9][C:2]1=2.[CH2:21](Br)[CH3:22]. The product is [S:1]1[CH:5]=[CH:4][C:3]2[CH:6]=[C:7]([N:10]3[CH2:18][C:17]4[C:12](=[CH:13][C:14]([O:19][CH2:21][CH3:22])=[CH:15][CH:16]=4)[C:11]3=[O:20])[CH:8]=[CH:9][C:2]1=2. The yield is 0.280. The catalyst is [Br-].C([N+](CCCC)(CCCC)CCCC)CCC.C(Cl)Cl.[OH-].[Na+]. (9) The reactants are Br[C:2]1[CH:3]=[C:4]2[C:10]([CH2:11][C:12]3[C:13]([F:23])=[C:14]([CH:19]=[CH:20][C:21]=3[F:22])[O:15][CH2:16][CH2:17][OH:18])=[CH:9][NH:8][C:5]2=[N:6][CH:7]=1.[N:24]1[CH:29]=[CH:28][CH:27]=[C:26](B(O)O)[CH:25]=1.C(=O)([O-])[O-].[K+].[K+].O. The catalyst is C(#N)C.C1C=CC([P]([Pd]([P](C2C=CC=CC=2)(C2C=CC=CC=2)C2C=CC=CC=2)([P](C2C=CC=CC=2)(C2C=CC=CC=2)C2C=CC=CC=2)[P](C2C=CC=CC=2)(C2C=CC=CC=2)C2C=CC=CC=2)(C2C=CC=CC=2)C2C=CC=CC=2)=CC=1. The product is [F:23][C:13]1[C:12]([CH2:11][C:10]2[C:4]3[C:5](=[N:6][CH:7]=[C:2]([C:26]4[CH:25]=[N:24][CH:29]=[CH:28][CH:27]=4)[CH:3]=3)[NH:8][CH:9]=2)=[C:21]([F:22])[CH:20]=[CH:19][C:14]=1[O:15][CH2:16][CH2:17][OH:18]. The yield is 0.320. (10) The reactants are Cl.[CH3:2][O:3][C:4]([C:6]1([NH2:12])[CH2:11][CH2:10][CH2:9][CH2:8][CH2:7]1)=[O:5].[CH3:13][O:14][C:15]1[CH:23]=[CH:22][C:18]([C:19](Cl)=[O:20])=[CH:17][CH:16]=1. The yield is 0.710. No catalyst specified. The product is [CH3:2][O:3][C:4]([C:6]1([NH:12][C:19]([C:18]2[CH:22]=[CH:23][C:15]([O:14][CH3:13])=[CH:16][CH:17]=2)=[O:20])[CH2:7][CH2:8][CH2:9][CH2:10][CH2:11]1)=[O:5].